Task: Predict which catalyst facilitates the given reaction.. Dataset: Catalyst prediction with 721,799 reactions and 888 catalyst types from USPTO (1) Product: [CH2:1]([NH:8][C:9]1[N:10]=[CH:11][C:12]([C:15]2[N:19]=[N:18][N:17]([CH2:21][C:22]([O:24][CH2:25][CH3:26])=[O:23])[N:16]=2)=[CH:13][N:14]=1)[C:2]1[CH:3]=[CH:4][CH:5]=[CH:6][CH:7]=1. Reactant: [CH2:1]([NH:8][C:9]1[N:14]=[CH:13][C:12]([C:15]2[N:16]=[N:17][NH:18][N:19]=2)=[CH:11][N:10]=1)[C:2]1[CH:7]=[CH:6][CH:5]=[CH:4][CH:3]=1.Br[CH2:21][C:22]([O:24][CH2:25][CH3:26])=[O:23].C(N(CC)CC)C.C1COCC1. The catalyst class is: 6. (2) Reactant: [CH3:1][C:2]([C:4]1[CH:9]=[CH:8][C:7](F)=[CH:6][C:5]=1[F:11])=[O:3].[NH:12]1[CH:16]=[N:15][CH:14]=[N:13]1.C(=O)([O-])[O-].[K+].[K+].O. Product: [F:11][C:5]1[CH:6]=[C:7]([N:12]2[CH:16]=[N:15][CH:14]=[N:13]2)[CH:8]=[CH:9][C:4]=1[C:2](=[O:3])[CH3:1]. The catalyst class is: 133. (3) Reactant: [Br:1][C:2]1[CH:7]=[CH:6][C:5]([C@@H:8]([NH2:10])[CH3:9])=[CH:4][CH:3]=1.[CH2:11]([O:14][CH2:15][CH2:16]Br)[CH2:12]Br.C(N(CC)C(C)C)(C)C. Product: [Br:1][C:2]1[CH:7]=[CH:6][C:5]([C@@H:8]([N:10]2[CH2:16][CH2:15][O:14][CH2:11][CH2:12]2)[CH3:9])=[CH:4][CH:3]=1. The catalyst class is: 9. (4) Reactant: Cl.Cl.[NH:3]1[CH2:8][CH2:7][CH:6]([C:9]2[C:10]([O:15][C:16]3[CH:21]=[CH:20][C:19]([NH:22][C:23]4[CH:28]=[CH:27][CH:26]=[CH:25][N:24]=4)=[CH:18][CH:17]=3)=[N:11][CH:12]=[CH:13][N:14]=2)[CH2:5][CH2:4]1.C([O-])(O)=O.[Na+]. Product: [NH:3]1[CH2:4][CH2:5][CH:6]([C:9]2[C:10]([O:15][C:16]3[CH:21]=[CH:20][C:19]([NH:22][C:23]4[CH:28]=[CH:27][CH:26]=[CH:25][N:24]=4)=[CH:18][CH:17]=3)=[N:11][CH:12]=[CH:13][N:14]=2)[CH2:7][CH2:8]1. The catalyst class is: 2.